Dataset: Catalyst prediction with 721,799 reactions and 888 catalyst types from USPTO. Task: Predict which catalyst facilitates the given reaction. (1) Reactant: [CH3:1][O:2][C:3](=[O:12])[C:4]1[CH:9]=[CH:8][C:7]([NH2:10])=[C:6]([NH2:11])[CH:5]=1.O.[N:14]#[C:15][Br:16]. Product: [BrH:16].[NH2:14][C:15]1[NH:10][C:7]2[CH:8]=[CH:9][C:4]([C:3]([O:2][CH3:1])=[O:12])=[CH:5][C:6]=2[N:11]=1. The catalyst class is: 10. (2) Reactant: Cl[C:2]1[N:3]=[CH:4][C:5]2[C:6]([CH:19]=1)=[C:7]1[C:15](=[CH:16][CH:17]=2)[C:14]2[C:13](=[O:18])[NH:12][CH2:11][CH2:10][C:9]=2[NH:8]1.[F:20][C:21]1[CH:22]=[C:23](B(O)O)[CH:24]=[CH:25][C:26]=1[O:27][CH3:28]. Product: [F:20][C:21]1[CH:22]=[C:23]([C:2]2[N:3]=[CH:4][C:5]3[C:6]([CH:19]=2)=[C:7]2[C:15](=[CH:16][CH:17]=3)[C:14]3[C:13](=[O:18])[NH:12][CH2:11][CH2:10][C:9]=3[NH:8]2)[CH:24]=[CH:25][C:26]=1[O:27][CH3:28]. The catalyst class is: 233. (3) Reactant: C([O:8][C:9]1[CH:14]=[C:13]([O:15]CC2C=CC=CC=2)[C:12]([C:23]([CH3:25])=[CH2:24])=[CH:11][C:10]=1[C:26]([N:28]1[CH2:36][C:35]2[C:30](=[CH:31][CH:32]=[C:33]([CH2:37][N:38]3[CH2:43][CH2:42][N:41]([CH3:44])[CH2:40][CH2:39]3)[CH:34]=2)[CH2:29]1)=[O:27])C1C=CC=CC=1.N#N.C([O-])([O-])=O.[K+].[K+]. Product: [OH:8][C:9]1[CH:14]=[C:13]([OH:15])[C:12]([CH:23]([CH3:24])[CH3:25])=[CH:11][C:10]=1[C:26]([N:28]1[CH2:36][C:35]2[C:30](=[CH:31][CH:32]=[C:33]([CH2:37][N:38]3[CH2:43][CH2:42][N:41]([CH3:44])[CH2:40][CH2:39]3)[CH:34]=2)[CH2:29]1)=[O:27]. The catalyst class is: 24. (4) Reactant: C[O:2][C:3]1[CH:4]=[C:5]2[C:8](=[CH:9][CH:10]=1)[CH:7]([C:11]#[N:12])[CH2:6]2.B(Br)(Br)Br. The catalyst class is: 4. Product: [OH:2][C:3]1[CH:4]=[C:5]2[C:8](=[CH:9][CH:10]=1)[CH:7]([C:11]#[N:12])[CH2:6]2. (5) Reactant: [NH2:1][C:2]1[N:7]=[CH:6][N:5]=[C:4]2[N:8]([CH2:25][C@H:26]3[CH2:30][CH2:29][CH2:28][N:27]3C(OC(C)(C)C)=O)[N:9]=[C:10]([C:11]3[CH:16]=[CH:15][C:14]([O:17][C:18]4[CH:23]=[CH:22][CH:21]=[CH:20][C:19]=4[F:24])=[CH:13][CH:12]=3)[C:3]=12.FC(F)(F)C(O)=O. Product: [F:24][C:19]1[CH:20]=[CH:21][CH:22]=[CH:23][C:18]=1[O:17][C:14]1[CH:13]=[CH:12][C:11]([C:10]2[C:3]3[C:4](=[N:5][CH:6]=[N:7][C:2]=3[NH2:1])[N:8]([CH2:25][C@H:26]3[CH2:30][CH2:29][CH2:28][NH:27]3)[N:9]=2)=[CH:16][CH:15]=1. The catalyst class is: 4. (6) Reactant: [F:1][C:2]1[C:10]2[O:9][CH2:8][O:7][C:6]=2[CH:5]=[C:4]([F:11])[CH:3]=1.[I:12]N1C(=O)CCC1=O.FC(F)(F)C(O)=O.OS([O-])=O.[Na+].[Na+].[Cl-]. Product: [F:1][C:2]1[C:10]2[O:9][CH2:8][O:7][C:6]=2[CH:5]=[C:4]([F:11])[C:3]=1[I:12]. The catalyst class is: 115. (7) Reactant: P(OCC)(OCC)(O[C:4]1[N:9]=[C:8]([C:10]2[C:18]3[C:13](=[N:14][CH:15]=[C:16]([C:19]([F:22])([F:21])[F:20])[CH:17]=3)[N:12]([S:23]([C:26]3[CH:32]=[CH:31][C:29]([CH3:30])=[CH:28][CH:27]=3)(=[O:25])=[O:24])[CH:11]=2)[C:7]([C:33]#[N:34])=[CH:6][N:5]=1)=O.[NH2:41][C@@H:42]([CH:44]1[CH2:49][CH2:48][N:47]([C:50]([O:52][C:53]([CH3:56])([CH3:55])[CH3:54])=[O:51])[CH2:46][CH2:45]1)[CH3:43].C(N(C(C)C)CC)(C)C. Product: [C:33]([C:7]1[C:8]([C:10]2[C:18]3[C:13](=[N:14][CH:15]=[C:16]([C:19]([F:22])([F:21])[F:20])[CH:17]=3)[N:12]([S:23]([C:26]3[CH:27]=[CH:28][C:29]([CH3:30])=[CH:31][CH:32]=3)(=[O:24])=[O:25])[CH:11]=2)=[N:9][C:4]([NH:41][C@@H:42]([CH:44]2[CH2:45][CH2:46][N:47]([C:50]([O:52][C:53]([CH3:54])([CH3:56])[CH3:55])=[O:51])[CH2:48][CH2:49]2)[CH3:43])=[N:5][CH:6]=1)#[N:34]. The catalyst class is: 56.